Task: Regression/Classification. Given a drug SMILES string, predict its absorption, distribution, metabolism, or excretion properties. Task type varies by dataset: regression for continuous measurements (e.g., permeability, clearance, half-life) or binary classification for categorical outcomes (e.g., BBB penetration, CYP inhibition). For this dataset (solubility_aqsoldb), we predict Y.. Dataset: Aqueous solubility values for 9,982 compounds from the AqSolDB database (1) The drug is Cc1cccc(C)c1C. The Y is -3.20 log mol/L. (2) The drug is ClC1C(Cl)C(Cl)C(Cl)C(Cl)C1Cl.ClC1CC(Cl)(Cl)C(Cl)C(Cl)C1Cl.ClC1CCC(Cl)(Cl)C(Cl)C1(Cl)Cl. The Y is -4.94 log mol/L.